The task is: Predict the product of the given reaction.. This data is from Forward reaction prediction with 1.9M reactions from USPTO patents (1976-2016). (1) Given the reactants [I:1][C:2]1[CH:7]=[CH:6][N:5]=[C:4]([O:8][CH3:9])[C:3]=1[C:10]1[NH:11][C:12]2[C:17]([CH:18]=1)=[CH:16][CH:15]=C(NC)C=2.C(OC(=O)C)(=[O:23])C.[CH2:28]([N:30]([CH2:33][CH3:34])[CH2:31][CH3:32])C.O, predict the reaction product. The product is: [I:1][C:2]1[CH:7]=[CH:6][N:5]=[C:4]([O:8][CH3:9])[C:3]=1[C:10]1[NH:11][C:12]2[C:17]([CH:18]=1)=[CH:16][CH:15]=[C:31]([N:30]([CH3:28])[C:33](=[O:23])[CH3:34])[CH:32]=2. (2) Given the reactants [Cl:1][C:2]1[CH:3]=[C:4]([NH:11][S:12]([C:15]2[CH:20]=[CH:19][C:18]([Cl:21])=[C:17]([C:22]([F:25])([F:24])[F:23])[CH:16]=2)(=[O:14])=[O:13])[C:5]([C:8]([OH:10])=O)=[N:6][CH:7]=1.[Cl:26][C:27]1[CH:28]=[CH:29][C:30]2[O:35][CH2:34][CH2:33][NH:32][C:31]=2[CH:36]=1.C(P1(=O)OP(CCC)(=O)OP(CCC)(=O)O1)CC, predict the reaction product. The product is: [Cl:21][C:18]1[CH:19]=[CH:20][C:15]([S:12]([NH:11][C:4]2[C:5]([C:8]([N:32]3[C:31]4[CH:36]=[C:27]([Cl:26])[CH:28]=[CH:29][C:30]=4[O:35][CH2:34][CH2:33]3)=[O:10])=[N:6][CH:7]=[C:2]([Cl:1])[CH:3]=2)(=[O:14])=[O:13])=[CH:16][C:17]=1[C:22]([F:24])([F:25])[F:23]. (3) Given the reactants FC(F)(F)S(O[C:7]1[CH:16]=[C:15]2[C:10]([CH:11]=[CH:12][N:13]([C:18]3[CH:23]=[C:22]([C:24]([NH:26][CH:27]4[CH2:29][CH2:28]4)=[O:25])[CH:21]=[CH:20][C:19]=3[CH3:30])[C:14]2=[O:17])=[CH:9][CH:8]=1)(=O)=O.C1C=CC(P(C2C(C3C(P(C4C=CC=CC=4)C4C=CC=CC=4)=CC=C4C=3C=CC=C4)=C3C(C=CC=C3)=CC=2)C2C=CC=CC=2)=CC=1.C(=O)([O-])[O-].[Cs+].[Cs+].[CH3:85][N:86]1[CH2:91][CH2:90][NH:89][CH2:88][CH2:87]1, predict the reaction product. The product is: [CH:27]1([NH:26][C:24](=[O:25])[C:22]2[CH:21]=[CH:20][C:19]([CH3:30])=[C:18]([N:13]3[CH:12]=[CH:11][C:10]4[C:15](=[CH:16][C:7]([N:89]5[CH2:90][CH2:91][N:86]([CH3:85])[CH2:87][CH2:88]5)=[CH:8][CH:9]=4)[C:14]3=[O:17])[CH:23]=2)[CH2:29][CH2:28]1. (4) Given the reactants [F:1][C:2]1[CH:7]=[CH:6][CH:5]=[CH:4][C:3]=1[N:8]1[CH2:13][CH2:12][N:11]([CH2:14][CH2:15][NH2:16])[CH2:10][CH2:9]1.[C:17]([N:21]1[C:25]([C:26]2[CH:31]=[CH:30][C:29]([CH3:32])=[CH:28][CH:27]=2)=[CH:24][C:23]([CH:33]=O)=[N:22]1)([CH3:20])([CH3:19])[CH3:18], predict the reaction product. The product is: [C:17]([N:21]1[C:25]([C:26]2[CH:27]=[CH:28][C:29]([CH3:32])=[CH:30][CH:31]=2)=[CH:24][C:23]([CH2:33][NH:16][CH2:15][CH2:14][N:11]2[CH2:10][CH2:9][N:8]([C:3]3[CH:4]=[CH:5][CH:6]=[CH:7][C:2]=3[F:1])[CH2:13][CH2:12]2)=[N:22]1)([CH3:20])([CH3:19])[CH3:18]. (5) Given the reactants [N:1]1([CH2:6][C:7]2[CH2:16][CH2:15][C:14]3[CH:13]=[C:12]([NH2:17])[CH:11]=[CH:10][C:9]=3[CH:8]=2)[CH2:5][CH2:4][CH2:3][CH2:2]1.N1C=CC=C[CH:19]=1.[C:24](Cl)(=O)[O:25]C1C=CC=CC=1.Cl.[F:35][C:36]1[CH:41]=[CH:40][C:39]([CH:42]2[CH2:47][CH2:46][NH:45][CH2:44][CH2:43]2)=[CH:38][CH:37]=1.[OH-].[Na+], predict the reaction product. The product is: [F:35][C:36]1[CH:41]=[CH:40][C:39]([CH:42]2[CH2:43][CH2:44][N:45]([C:24]([NH:17][C:12]3[CH:11]=[CH:10][C:9]4[CH:8]=[C:7]([CH2:6][N:1]5[CH2:5][CH2:4][CH2:3][CH2:2][CH2:19]5)[CH2:16][CH2:15][C:14]=4[CH:13]=3)=[O:25])[CH2:46][CH2:47]2)=[CH:38][CH:37]=1. (6) Given the reactants C([O-])(O)=O.[Na+].[CH3:6][C:7]1([CH3:23])[O:11][CH:10]([C@@H:12]([OH:22])[C@@H:12]([CH:10]2[CH2:9][O:8][C:7]([CH3:23])([CH3:6])[O:11]2)[OH:22])[CH2:9][O:8]1, predict the reaction product. The product is: [CH3:6][C:7]1([CH3:23])[O:11][C@@H:10]([CH:12]=[O:22])[CH2:9][O:8]1. (7) Given the reactants [N+:1]([C:4]1[CH:9]=[CH:8][C:7]([CH2:10][CH2:11][N:12]2[CH2:17][CH2:16][N:15]([C:18]3[C:22]4[CH:23]=[CH:24][CH:25]=[CH:26][C:21]=4[S:20][N:19]=3)[CH2:14][CH2:13]2)=[CH:6][CH:5]=1)([O-])=O.C(N(CC)CC)C, predict the reaction product. The product is: [S:20]1[C:21]2[CH:26]=[CH:25][CH:24]=[CH:23][C:22]=2[C:18]([N:15]2[CH2:14][CH2:13][N:12]([CH2:11][CH2:10][C:7]3[CH:6]=[CH:5][C:4]([NH2:1])=[CH:9][CH:8]=3)[CH2:17][CH2:16]2)=[N:19]1. (8) Given the reactants [Li]CCCC.CCCCCC.[CH2:12]1[C:20]2[C:15](=[CH:16][CH:17]=[CH:18][CH:19]=2)[CH:14]=[CH:13]1.C1([Li])C2C(=CC=CC=2)C=C1.[Br:31][CH2:32][CH2:33]Br.[NH4+].[Cl-], predict the reaction product. The product is: [Br:31][CH2:32][CH2:33][C:12]1[C:20]2[C:15](=[CH:16][CH:17]=[CH:18][CH:19]=2)[CH2:14][CH:13]=1.